Dataset: Reaction yield outcomes from USPTO patents with 853,638 reactions. Task: Predict the reaction yield, written as a fraction of the theoretical maximum amount of product (1.0 means a 100% yield; for example, 0.34 means a 34% yield). The reactants are [Cl:1][C:2]1[N:7]=[C:6](Cl)[C:5]([C:9]([F:12])([F:11])[F:10])=[CH:4][N:3]=1.[NH2:13][C@@H:14]1[CH2:19][CH2:18][CH2:17][N:16]([C:20]([O:22][C:23]([CH3:26])([CH3:25])[CH3:24])=[O:21])[CH2:15]1.C(N(CC)CC)C. The catalyst is CC#N. The product is [Cl:1][C:2]1[N:7]=[C:6]([NH:13][C@@H:14]2[CH2:19][CH2:18][CH2:17][N:16]([C:20]([O:22][C:23]([CH3:26])([CH3:25])[CH3:24])=[O:21])[CH2:15]2)[C:5]([C:9]([F:12])([F:11])[F:10])=[CH:4][N:3]=1. The yield is 0.220.